This data is from Forward reaction prediction with 1.9M reactions from USPTO patents (1976-2016). The task is: Predict the product of the given reaction. Given the reactants C([O:5][C:6](=[O:26])[CH2:7][N:8]1[CH:13]=[CH:12][CH:11]=[C:10]([NH:14][C:15]([O:17][CH2:18][C:19]2[CH:24]=[CH:23][CH:22]=[CH:21][CH:20]=2)=[O:16])[C:9]1=[O:25])(C)(C)C.FC(F)(F)C(O)=O, predict the reaction product. The product is: [CH2:18]([O:17][C:15]([NH:14][C:10]1[C:9](=[O:25])[N:8]([CH2:7][C:6]([OH:26])=[O:5])[CH:13]=[CH:12][CH:11]=1)=[O:16])[C:19]1[CH:24]=[CH:23][CH:22]=[CH:21][CH:20]=1.